Dataset: Full USPTO retrosynthesis dataset with 1.9M reactions from patents (1976-2016). Task: Predict the reactants needed to synthesize the given product. (1) Given the product [CH2:1]([O:3][C:4]([N:6]1[C:15]2[C:10](=[N:11][C:12]([O:16][CH3:17])=[CH:13][CH:14]=2)[C@@H:9]([NH:18][C:19]2[N:24]=[C:23]([CH2:25][C:26]3[CH:27]=[C:28]([C:36]([F:39])([F:37])[F:38])[CH:29]=[C:30]([C:32]([F:33])([F:34])[F:35])[CH:31]=3)[C:22]([CH2:40][OH:41])=[CH:21][N:20]=2)[CH2:8][C@H:7]1[CH2:43][CH3:44])=[O:5])[CH3:2], predict the reactants needed to synthesize it. The reactants are: [CH2:1]([O:3][C:4]([N:6]1[C:15]2[C:10](=[N:11][C:12]([O:16][CH3:17])=[CH:13][CH:14]=2)[C@@H:9]([NH:18][C:19]2[N:24]=[C:23]([CH2:25][C:26]3[CH:31]=[C:30]([C:32]([F:35])([F:34])[F:33])[CH:29]=[C:28]([C:36]([F:39])([F:38])[F:37])[CH:27]=3)[C:22]([C:40](O)=[O:41])=[CH:21][N:20]=2)[CH2:8][C@H:7]1[CH2:43][CH3:44])=[O:5])[CH3:2].ClC(OCC)=O.C(N(CC)CC)C. (2) Given the product [CH2:3]([CH:2]1[CH2:3][CH2:4][CH2:5][C:1]1=[O:6])[CH2:2][CH2:1][CH2:5][CH3:4], predict the reactants needed to synthesize it. The reactants are: [C:1]1(=[O:6])[CH2:5][CH2:4][CH2:3][CH2:2]1. (3) Given the product [CH3:25][O:24][C:19]1[CH:20]=[CH:21][CH:22]=[CH:23][C:18]=1[NH:17][C:15]1[N:16]=[C:11]2[CH:10]=[CH:9][C:8]([C:4]3[CH:3]=[C:2]([NH:1][C:30]([NH:29][CH:26]([CH3:28])[CH3:27])=[O:31])[CH:7]=[CH:6][CH:5]=3)=[CH:13][N:12]2[N:14]=1, predict the reactants needed to synthesize it. The reactants are: [NH2:1][C:2]1[CH:3]=[C:4]([C:8]2[CH:9]=[CH:10][C:11]3[N:12]([N:14]=[C:15]([NH:17][C:18]4[CH:23]=[CH:22][CH:21]=[CH:20][C:19]=4[O:24][CH3:25])[N:16]=3)[CH:13]=2)[CH:5]=[CH:6][CH:7]=1.[CH:26]([N:29]=[C:30]=[O:31])([CH3:28])[CH3:27].O. (4) The reactants are: [Cl:1][C:2]1[CH:3]=[C:4]2[C:11](=[CH:12][CH:13]=1)[C:7]([CH2:8][CH2:9][NH2:10])=[CH:6][NH:5]2.[F:14][CH2:15][CH2:16][CH2:17][O:18][C:19]1[CH:20]=[C:21]([CH:24]=[CH:25][CH:26]=1)[CH:22]=O.[BH4-].[Na+].N.[Cl-].[NH4+]. Given the product [Cl:1][C:2]1[CH:3]=[C:4]2[C:11]([C:7]([CH2:8][CH2:9][NH:10][CH2:22][C:21]3[CH:24]=[CH:25][CH:26]=[C:19]([O:18][CH2:17][CH2:16][CH2:15][F:14])[CH:20]=3)=[CH:6][NH:5]2)=[CH:12][CH:13]=1, predict the reactants needed to synthesize it.